From a dataset of Catalyst prediction with 721,799 reactions and 888 catalyst types from USPTO. Predict which catalyst facilitates the given reaction. (1) Product: [Cl:1][C:2]1[CH:3]=[CH:4][C:5]([NH:8][C:9](=[O:15])[O:10][C:11]([CH3:12])([CH3:14])[CH3:13])=[C:6]([CH:26]([OH:27])[C:25]2[CH:28]=[CH:29][CH:30]=[C:23]([O:22][CH3:21])[CH:24]=2)[CH:7]=1. Reactant: [Cl:1][C:2]1[CH:7]=[CH:6][C:5]([NH:8][C:9](=[O:15])[O:10][C:11]([CH3:14])([CH3:13])[CH3:12])=[CH:4][CH:3]=1.C([Li])(CC)C.[CH3:21][O:22][C:23]1[CH:24]=[C:25]([CH:28]=[CH:29][CH:30]=1)[CH:26]=[O:27].[Cl-].[NH4+]. The catalyst class is: 188. (2) The catalyst class is: 513. Reactant: [F:1][C:2]1[CH:10]=[CH:9][C:5]([C@@H:6](O)[CH3:7])=[CH:4][CH:3]=1.CS(Cl)(=O)=O.S([O-])(=O)(=O)C.[CH3:21][C@@H:22]1[CH2:27][NH:26][CH2:25][CH2:24][NH:23]1. Product: [F:1][C:2]1[CH:10]=[CH:9][C:5]([C@H:6]([N:26]2[CH2:25][CH2:24][NH:23][C@H:22]([CH3:21])[CH2:27]2)[CH3:7])=[CH:4][CH:3]=1.